From a dataset of Forward reaction prediction with 1.9M reactions from USPTO patents (1976-2016). Predict the product of the given reaction. (1) The product is: [CH2:21]([N:3]([CH2:1][CH3:2])[CH2:4][CH2:5][S:6][C:7]1[CH:12]=[CH:11][C:10](/[CH:13]=[CH:14]/[C:15]([O:17][CH3:28])=[O:16])=[CH:9][C:8]=1[N+:18]([O-:20])=[O:19])[CH3:22]. Given the reactants [CH2:1]([N:3]([CH2:21][CH3:22])[CH2:4][CH2:5][S:6][C:7]1[CH:12]=[CH:11][C:10]([CH:13]=[CH:14][C:15]([OH:17])=[O:16])=[CH:9][C:8]=1[N+:18]([O-:20])=[O:19])[CH3:2].S(=O)(=O)(O)O.[CH3:28]O, predict the reaction product. (2) Given the reactants [CH:1]1[C:11]2[C:10](=[O:12])[C:9]3[CH:13]=[CH:14][CH:15]=[CH:16][C:8]=3[C:7](=[O:17])[NH:6][C:5]=2[CH:4]=[CH:3][CH:2]=1.[C:18]1(C)C=CC=CC=1.[Cl-].[NH4+], predict the reaction product. The product is: [OH:12][C:10]1([CH3:18])[C:9]2[CH:13]=[CH:14][CH:15]=[CH:16][C:8]=2[C:7](=[O:17])[NH:6][C:5]2[CH:4]=[CH:3][CH:2]=[CH:1][C:11]1=2. (3) Given the reactants [CH3:1][C:2]1[CH:16]=[C:5]2[C:6]3[CH:12]([CH2:13][CH2:14][NH2:15])[CH2:11][CH2:10][C:7]=3[CH:8]=[CH:9][N:4]2[N:3]=1.C(N(CC)CC)C.[CH:24]1([C:27](Cl)=[O:28])[CH2:26][CH2:25]1, predict the reaction product. The product is: [CH3:1][C:2]1[CH:16]=[C:5]2[C:6]3[CH:12]([CH2:13][CH2:14][NH:15][C:27]([CH:24]4[CH2:26][CH2:25]4)=[O:28])[CH2:11][CH2:10][C:7]=3[CH:8]=[CH:9][N:4]2[N:3]=1. (4) The product is: [CH3:15][O:16][CH:17]1[CH2:20][N:19]([C:12](=[O:14])[CH2:11][C:10]2[C:9]3[C:4](=[CH:5][CH:6]=[CH:7][CH:8]=3)[NH:3][C:2]=2[CH3:1])[CH2:18]1. Given the reactants [CH3:1][C:2]1[NH:3][C:4]2[C:9]([C:10]=1[CH2:11][C:12]([OH:14])=O)=[CH:8][CH:7]=[CH:6][CH:5]=2.[CH3:15][O:16][CH:17]1[CH2:20][NH:19][CH2:18]1.C1(N)CC1, predict the reaction product. (5) Given the reactants [Br:1][C:2]1[CH:9]=[CH:8][C:5]([CH2:6]Br)=[CH:4][CH:3]=1.C(N(CC)CC)C.[CH3:17][O:18][C:19]1([CH3:25])[CH2:24][CH2:23][NH:22][CH2:21][CH2:20]1, predict the reaction product. The product is: [Br:1][C:2]1[CH:9]=[CH:8][C:5]([CH2:6][N:22]2[CH2:23][CH2:24][C:19]([O:18][CH3:17])([CH3:25])[CH2:20][CH2:21]2)=[CH:4][CH:3]=1.